From a dataset of Full USPTO retrosynthesis dataset with 1.9M reactions from patents (1976-2016). Predict the reactants needed to synthesize the given product. (1) Given the product [F:1][C:2]1[CH:3]=[C:4]2[C:9](=[C:10]([NH:12][S:19]([C:13]3[CH:18]=[CH:17][CH:16]=[CH:15][CH:14]=3)(=[O:21])=[O:20])[CH:11]=1)[N:8]=[CH:7][CH:6]=[CH:5]2, predict the reactants needed to synthesize it. The reactants are: [F:1][C:2]1[CH:3]=[C:4]2[C:9](=[C:10]([NH2:12])[CH:11]=1)[N:8]=[CH:7][CH:6]=[CH:5]2.[C:13]1([S:19](Cl)(=[O:21])=[O:20])[CH:18]=[CH:17][CH:16]=[CH:15][CH:14]=1. (2) Given the product [C:17]([O:16][C:14](=[O:15])[NH:11][CH2:12][CH2:13][C:8]1[C:5]2[CH:6]=[CH:7][C:2]([I:1])=[CH:3][C:4]=2[O:21][CH:9]=1)([CH3:20])([CH3:18])[CH3:19], predict the reactants needed to synthesize it. The reactants are: [I:1][C:2]1[CH:7]=[CH:6][C:5]2[C:8]3[CH2:13][CH2:12][N:11]([C:14]([O:16][C:17]([CH3:20])([CH3:19])[CH3:18])=[O:15])C[C:9]=3[O:21][C:4]=2[CH:3]=1.Cl.IC1C=CC2C(CCN)=COC=2C=1. (3) Given the product [F:28][C:29]1[CH:32]=[CH:33][CH:34]=[CH:35][C:46]=1[CH2:44][CH2:45][NH:49][C:2]1[C:3]2[CH:17]=[CH:16][C:15]([C:18]3[C:23]([C:24]([F:25])([F:26])[F:27])=[CH:22][CH:21]=[CH:20][N:19]=3)=[N:14][C:4]=2[N:5]=[C:6]([CH2:8][O:9][CH2:10][CH:11]([CH3:12])[CH3:13])[N:7]=1, predict the reactants needed to synthesize it. The reactants are: Cl[C:2]1[C:3]2[CH:17]=[CH:16][C:15]([C:18]3[C:23]([C:24]([F:27])([F:26])[F:25])=[CH:22][CH:21]=[CH:20][N:19]=3)=[N:14][C:4]=2[N:5]=[C:6]([CH2:8][O:9][CH2:10][CH:11]([CH3:13])[CH3:12])[N:7]=1.[F:28][CH:29]([C:32]1C=C[CH:35]=[CH:34][CH:33]=1)CN.CCN([CH:44]([CH3:46])[CH3:45])C(C)C.CC#[N:49]. (4) Given the product [O:16]=[C:10]1[CH2:11][CH2:12][N:1]([C@H:2]([CH3:6])[CH2:3][C:4]#[N:5])[CH2:8][CH2:9]1, predict the reactants needed to synthesize it. The reactants are: [NH2:1][C@@H:2]([CH3:6])[CH2:3][C:4]#[N:5].N1[CH2:12][CH2:11][CH2:10][CH2:9][C:8]1=O.CC[OH:16].